Task: Predict the reactants needed to synthesize the given product.. Dataset: Full USPTO retrosynthesis dataset with 1.9M reactions from patents (1976-2016) (1) Given the product [NH2:6][C@@:7]([C:18]1[CH:23]=[C:22]([N+:24]([O-:26])=[O:25])[CH:21]=[CH:20][C:19]=1[F:27])([CH2:16][CH3:17])[CH2:8][C:9]([OH:11])=[O:10], predict the reactants needed to synthesize it. The reactants are: CC(C)([S@]([NH:6][C@@:7]([C:18]1[CH:23]=[C:22]([N+:24]([O-:26])=[O:25])[CH:21]=[CH:20][C:19]=1[F:27])([CH2:16][CH3:17])[CH2:8][C:9]([O:11]C(C)(C)C)=[O:10])=O)C. (2) Given the product [Cl:1][C:2]1[CH:3]=[CH:4][C:5]2[N:11]3[CH:12]=[CH:13][CH:14]=[C:10]3[C@@H:9]([CH2:15][CH2:16][C:17]([N:35]3[CH2:34][CH2:33][C:32]([CH2:38][C:39]([O:41][CH2:42][CH3:43])=[O:40])([OH:31])[CH2:37][CH2:36]3)=[O:18])[O:8][C@H:7]([C:20]3[CH:25]=[CH:24][CH:23]=[C:22]([O:26][CH3:27])[C:21]=3[O:28][CH3:29])[C:6]=2[CH:30]=1, predict the reactants needed to synthesize it. The reactants are: [Cl:1][C:2]1[CH:3]=[CH:4][C:5]2[N:11]3[CH:12]=[CH:13][CH:14]=[C:10]3[C@@H:9]([CH2:15][CH2:16][C:17](O)=[O:18])[O:8][C@H:7]([C:20]3[CH:25]=[CH:24][CH:23]=[C:22]([O:26][CH3:27])[C:21]=3[O:28][CH3:29])[C:6]=2[CH:30]=1.[OH:31][C:32]1([CH2:38][C:39]([O:41][CH2:42][CH3:43])=[O:40])[CH2:37][CH2:36][NH:35][CH2:34][CH2:33]1.Cl.C(N=C=NCCCN(C)C)C.ON1C2C=CC=CC=2N=N1. (3) Given the product [CH3:16][C:17]([CH3:22])([CH3:21])[C:18]([NH:8][C:5]1[CH:4]=[CH:3][C:2]([CH3:1])=[CH:7][N:6]=1)=[O:19], predict the reactants needed to synthesize it. The reactants are: [CH3:1][C:2]1[CH:3]=[CH:4][C:5]([NH2:8])=[N:6][CH:7]=1.CCN(CC)CC.[CH3:16][C:17]([CH3:22])([CH3:21])[C:18](Cl)=[O:19]. (4) Given the product [NH2:1][C:2]1[CH:7]=[CH:6][CH:5]=[CH:4][C:3]=1[NH:8][C:9]([C:11]1[N:19]([CH3:20])[C:14]2[CH2:15][N:16]([C:38]([O:39][C:40]3[CH:45]=[CH:44][C:43]([O:46][CH3:47])=[C:42]([O:48][CH3:49])[CH:41]=3)=[O:37])[CH2:17][CH2:18][C:13]=2[CH:12]=1)=[O:10], predict the reactants needed to synthesize it. The reactants are: [NH2:1][C:2]1[CH:7]=[CH:6][CH:5]=[CH:4][C:3]=1[NH:8][C:9]([C:11]1[N:19]([CH3:20])[C:14]2[CH2:15][NH:16][CH2:17][CH2:18][C:13]=2[CH:12]=1)=[O:10].CCN(CC)CC.[N+](C1C=CC([O:37][C:38](=O)[O:39][C:40]2[CH:45]=[CH:44][C:43]([O:46][CH3:47])=[C:42]([O:48][CH3:49])[CH:41]=2)=CC=1)([O-])=O.